From a dataset of Catalyst prediction with 721,799 reactions and 888 catalyst types from USPTO. Predict which catalyst facilitates the given reaction. (1) Reactant: [NH:1]1[C:9]2[C:4](=[CH:5][CH:6]=[CH:7][CH:8]=2)[CH2:3][C:2]1=[O:10].Br[CH2:12][CH2:13][CH2:14][Cl:15].C(=O)([O-])[O-].[K+].[K+]. Product: [Cl:15][CH2:14][CH2:13][CH2:12][N:1]1[C:9]2[C:4](=[CH:5][CH:6]=[CH:7][CH:8]=2)[CH2:3][C:2]1=[O:10]. The catalyst class is: 10. (2) Reactant: [C:1]([O:5][C:6]([N:8]1[C:12]2=[N:13][CH:14]=[CH:15][CH:16]=[C:11]2[CH2:10][CH:9]1[C:17]([O-:19])=O)=[O:7])([CH3:4])([CH3:3])[CH3:2].[Li+].[F:21][C:22]1[CH:28]=[CH:27][CH:26]=[C:25]([F:29])[C:23]=1[NH2:24].P(Cl)(Cl)(Cl)=O. Product: [F:21][C:22]1[CH:28]=[CH:27][CH:26]=[C:25]([F:29])[C:23]=1[NH:24][C:17]([CH:9]1[N:8]([C:6]([O:5][C:1]([CH3:2])([CH3:3])[CH3:4])=[O:7])[C:12]2=[N:13][CH:14]=[CH:15][CH:16]=[C:11]2[CH2:10]1)=[O:19]. The catalyst class is: 17. (3) Reactant: [Cl:1][C:2]1[CH:7]=[CH:6][C:5]([C:8]2[N:12]([C:13]3[CH:18]=[CH:17][C:16]([Cl:19])=[CH:15][C:14]=3[Cl:20])[N:11]=[C:10]([C:21](O)=[O:22])[C:9]=2[CH3:24])=[CH:4][CH:3]=1.B.CO. Product: [Cl:1][C:2]1[CH:3]=[CH:4][C:5]([C:8]2[N:12]([C:13]3[CH:18]=[CH:17][C:16]([Cl:19])=[CH:15][C:14]=3[Cl:20])[N:11]=[C:10]([CH2:21][OH:22])[C:9]=2[CH3:24])=[CH:6][CH:7]=1. The catalyst class is: 1. (4) Reactant: [CH2:1]([O:8][C:9](=[O:12])[CH:10]=O)[C:2]1[CH:7]=[CH:6][CH:5]=[CH:4][CH:3]=1.[CH3:13][C@@H:14]([NH2:21])[C:15]1[CH:20]=[CH:19][CH:18]=[CH:17][CH:16]=1.FC(F)(F)C(O)=O.[CH:29]1[CH2:34][CH2:33][CH:32]=[CH:31][CH:30]=1.C(=O)(O)[O-].[Na+]. Product: [CH2:1]([O:8][C:9]([CH:10]1[CH:31]2[CH2:32][CH2:33][CH:34]([CH:29]=[CH:30]2)[N:21]1[C@@H:14]([C:15]1[CH:20]=[CH:19][CH:18]=[CH:17][CH:16]=1)[CH3:13])=[O:12])[C:2]1[CH:7]=[CH:6][CH:5]=[CH:4][CH:3]=1. The catalyst class is: 4. (5) Reactant: [F:1][CH:2]([F:10])[C:3](=[C:5]([C:8]#[N:9])[C:6]#[N:7])O.P(Cl)(Cl)(Cl)(Cl)[Cl:12]. Product: [Cl:12][C:3](=[C:5]([C:8]#[N:9])[C:6]#[N:7])[CH:2]([F:10])[F:1]. The catalyst class is: 2. (6) Reactant: [Cl:1][C:2]1[CH:7]=[CH:6][C:5]([C:8]([OH:44])([CH:37]2[CH2:42][CH2:41][N:40]([CH3:43])[CH2:39][CH2:38]2)[C:9]2[CH:10]=[C:11]([C:27]3[CH:32]=[CH:31][N:30]=[C:29]([NH:33][C:34](=[O:36])[CH3:35])[CH:28]=3)[S:12][C:13]=2[C:14]2[N:18]=[CH:17][N:16](COCC[Si](C)(C)C)[N:15]=2)=[CH:4][CH:3]=1.[F-].C([N+](CCCC)(CCCC)CCCC)CCC.C([O-])(O)=O.[Na+].CCOC(C)=O. Product: [Cl:1][C:2]1[CH:3]=[CH:4][C:5]([C:8]([OH:44])([CH:37]2[CH2:42][CH2:41][N:40]([CH3:43])[CH2:39][CH2:38]2)[C:9]2[CH:10]=[C:11]([C:27]3[CH:32]=[CH:31][N:30]=[C:29]([NH:33][C:34](=[O:36])[CH3:35])[CH:28]=3)[S:12][C:13]=2[C:14]2[NH:18][CH:17]=[N:16][N:15]=2)=[CH:6][CH:7]=1. The catalyst class is: 7. (7) Reactant: [Br:1][C:2]1[CH:3]=[C:4]([CH3:12])[C:5]([O:10][CH3:11])=[C:6]([CH2:8]Br)[CH:7]=1.[OH:13][CH2:14][C:15]1([C:28]2[CH:33]=[CH:32][CH:31]=[CH:30][CH:29]=2)[CH2:20][CH2:19][N:18]([C:21]([O:23][C:24]([CH3:27])([CH3:26])[CH3:25])=[O:22])[CH2:17][CH2:16]1.[H-].[Na+]. Product: [Br:1][C:2]1[CH:3]=[C:4]([CH3:12])[C:5]([O:10][CH3:11])=[C:6]([CH:7]=1)[CH2:8][O:13][CH2:14][C:15]1([C:28]2[CH:29]=[CH:30][CH:31]=[CH:32][CH:33]=2)[CH2:20][CH2:19][N:18]([C:21]([O:23][C:24]([CH3:26])([CH3:27])[CH3:25])=[O:22])[CH2:17][CH2:16]1. The catalyst class is: 35. (8) Reactant: [C:1]1(=O)[C:11]2=[C:12]3[C:7](=[CH:8][CH:9]=[CH:10]2)[CH:6]=[CH:5][CH:4]=[C:3]3[C:2]1=O.[C:15]1([CH2:21][C:22](=[O:30])[CH2:23][C:24]2[CH:29]=[CH:28][CH:27]=[CH:26][CH:25]=2)[CH:20]=[CH:19][CH:18]=[CH:17][CH:16]=1.[OH-].[K+]. Product: [C:24]1([C:23]2[C:22](=[O:30])[C:21]([C:15]3[CH:20]=[CH:19][CH:18]=[CH:17][CH:16]=3)=[C:2]3[C:3]4=[C:12]5[C:7](=[CH:6][CH:5]=[CH:4]4)[CH:8]=[CH:9][CH:10]=[C:11]5[C:1]=23)[CH:25]=[CH:26][CH:27]=[CH:28][CH:29]=1. The catalyst class is: 8. (9) Reactant: C([O:4][C:5]1[CH:6]=[C:7]([CH:36]=[CH:37][CH:38]=1)[O:8][C:9]1[CH:35]=[CH:34][C:12]([CH2:13][N:14]([CH2:25][C:26]2[CH:33]=[CH:32][C:29]([C:30]#[N:31])=[CH:28][CH:27]=2)[C:15]2[CH:20]=[CH:19][CH:18]=[C:17]([N+:21]([O-:23])=[O:22])[C:16]=2[CH3:24])=[CH:11][CH:10]=1)C=C.C(=O)([O-])[O-].[K+].[K+]. Product: [OH:4][C:5]1[CH:6]=[C:7]([CH:36]=[CH:37][CH:38]=1)[O:8][C:9]1[CH:10]=[CH:11][C:12]([CH2:13][N:14]([CH2:25][C:26]2[CH:33]=[CH:32][C:29]([C:30]#[N:31])=[CH:28][CH:27]=2)[C:15]2[CH:20]=[CH:19][CH:18]=[C:17]([N+:21]([O-:23])=[O:22])[C:16]=2[CH3:24])=[CH:34][CH:35]=1. The catalyst class is: 694. (10) Reactant: [C:1]1([CH2:7][CH:8]=[O:9])C=CC=CC=1.[N+]([C:13]1C=CC=C[C:14]=1CC=O)([O-])=O.NN[C:24]([NH2:26])=S.[C-:27]#N.[Na+].[NH4+].[Cl-]. Product: [CH3:27][N:26]([CH3:24])[CH2:13][CH2:14][O:9][CH2:8][C:7]#[CH:1]. The catalyst class is: 72.